This data is from Reaction yield outcomes from USPTO patents with 853,638 reactions. The task is: Predict the reaction yield, written as a fraction of the theoretical maximum amount of product (1.0 means a 100% yield; for example, 0.34 means a 34% yield). (1) The reactants are [C:1]1([C@H:7]([NH:9][C@@H:10]2[CH2:15][CH2:14][N:13]([C:16]([O:18][C:19]([CH3:22])([CH3:21])[CH3:20])=[O:17])[CH2:12][C@@H:11]2[C:23]([O:25][CH2:26][CH3:27])=[O:24])[CH3:8])[CH:6]=[CH:5][CH:4]=[CH:3][CH:2]=1.CC[O-].[Na+]. The catalyst is C(O)C. The product is [C:1]1([C@H:7]([NH:9][C@@H:10]2[CH2:15][CH2:14][N:13]([C:16]([O:18][C:19]([CH3:22])([CH3:20])[CH3:21])=[O:17])[CH2:12][C@H:11]2[C:23]([O:25][CH2:26][CH3:27])=[O:24])[CH3:8])[CH:6]=[CH:5][CH:4]=[CH:3][CH:2]=1. The yield is 0.410. (2) The reactants are [Br:1][CH2:2][CH2:3][CH2:4]Br.[C:6]([O:10][C:11]([N:13]1[CH2:18][CH2:17][NH:16][CH2:15][CH2:14]1)=[O:12])([CH3:9])([CH3:8])[CH3:7].C(N(C(C)C)CC)(C)C.C(=O)(O)[O-].[Na+]. The catalyst is O1CCOCC1.C(OCC)(=O)C. The product is [C:6]([O:10][C:11]([N:13]1[CH2:18][CH2:17][N:16]([CH2:4][CH2:3][CH2:2][Br:1])[CH2:15][CH2:14]1)=[O:12])([CH3:9])([CH3:7])[CH3:8]. The yield is 0.700. (3) The reactants are [NH:1]([C:3]1[CH:8]=[C:7]([C:9]#[N:10])[CH:6]=[CH:5][N:4]=1)[NH2:2].O=[C:12]([CH2:19][CH2:20][CH3:21])[CH2:13][C:14](OCC)=[O:15]. The yield is 0.440. The product is [OH:15][C:14]1[N:1]([C:3]2[CH:8]=[C:7]([C:9]#[N:10])[CH:6]=[CH:5][N:4]=2)[N:2]=[C:12]([CH2:19][CH2:20][CH3:21])[CH:13]=1. No catalyst specified. (4) The reactants are C(=O)([O-])[O-].[K+].[K+].[NH:7]1[CH:11]=[CH:10][N:9]=[CH:8]1.Br[CH2:13][C:14]1[CH:21]=[CH:20][C:17]([C:18]#[N:19])=[C:16]([CH3:22])[CH:15]=1. The product is [N:7]1([CH2:13][C:14]2[CH:21]=[CH:20][C:17]([C:18]#[N:19])=[C:16]([CH3:22])[CH:15]=2)[CH:11]=[CH:10][N:9]=[CH:8]1. The catalyst is C1COCC1. The yield is 0.580. (5) The reactants are [C:1]([O:5][C:6]([C:8]1[C:31]([F:32])=[CH:30][C:11]([O:12][C@H:13]2[CH2:18][N:17](C(OCC3C=CC=CC=3)=O)[C@H:16]([CH3:29])[CH2:15][CH2:14]2)=[C:10]([CH:33]2[CH2:35][CH2:34]2)[CH:9]=1)=[O:7])([CH3:4])([CH3:3])[CH3:2]. The catalyst is C(OCC)(=O)C.[Pd]. The product is [CH:33]1([C:10]2[C:11]([O:12][C@@H:13]3[CH2:14][CH2:15][C@@H:16]([CH3:29])[NH:17][CH2:18]3)=[CH:30][C:31]([F:32])=[C:8]([CH:9]=2)[C:6]([O:5][C:1]([CH3:4])([CH3:3])[CH3:2])=[O:7])[CH2:35][CH2:34]1. The yield is 0.800. (6) The reactants are [F:1][C:2]1[CH:7]=[CH:6][C:5]([S:8]([C:11]2[C:12]([CH:24]([CH3:26])[CH3:25])=[CH:13][C:14]([CH:21]([CH3:23])[CH3:22])=[C:15]([S:17](Cl)(=[O:19])=[O:18])[CH:16]=2)(=[O:10])=[O:9])=[CH:4][CH:3]=1.[N:27]1[CH:32]=[CH:31][C:30]([CH2:33][CH2:34][NH2:35])=[CH:29][CH:28]=1. No catalyst specified. The product is [F:1][C:2]1[CH:7]=[CH:6][C:5]([S:8]([C:11]2[C:12]([CH:24]([CH3:26])[CH3:25])=[CH:13][C:14]([CH:21]([CH3:23])[CH3:22])=[C:15]([S:17]([NH:35][CH2:34][CH2:33][C:30]3[CH:31]=[CH:32][N:27]=[CH:28][CH:29]=3)(=[O:19])=[O:18])[CH:16]=2)(=[O:10])=[O:9])=[CH:4][CH:3]=1. The yield is 0.550. (7) The product is [CH3:20][CH:19]([C:16]1[CH:17]=[CH:18][C:13]([CH2:12][O:11][CH2:10][CH2:9][OH:8])=[CH:14][CH:15]=1)[CH2:21][CH2:22][CH2:23][CH2:24][CH2:25][CH2:26][CH2:27][CH2:28][CH2:29][CH3:30]. The yield is 0.900. The reactants are C([Si]([O:8][CH2:9][CH2:10][O:11][CH2:12][C:13]1[CH:18]=[CH:17][C:16]([CH:19]([CH2:21][CH2:22][CH2:23][CH2:24][CH2:25][CH2:26][CH2:27][CH2:28][CH2:29][CH3:30])[CH3:20])=[CH:15][CH:14]=1)(C)C)(C)(C)C.[F-].C([N+](CCCC)(CCCC)CCCC)CCC. The catalyst is C1COCC1.